This data is from Forward reaction prediction with 1.9M reactions from USPTO patents (1976-2016). The task is: Predict the product of the given reaction. (1) The product is: [Si:22]([O:8][C:7]1[CH:9]=[CH:10][C:2]([C:1]([OH:12])=[O:11])=[CH:3][C:4]=1[O:5][CH3:6])([C:18]([CH3:21])([CH3:20])[CH3:19])([CH3:25])[CH3:24]. Given the reactants [C:1]([OH:12])(=[O:11])[C:2]1[CH:10]=[CH:9][C:7]([OH:8])=[C:4]([O:5][CH3:6])[CH:3]=1.N1C=CN=C1.[C:18]([Si:22]([CH3:25])([CH3:24])Cl)([CH3:21])([CH3:20])[CH3:19], predict the reaction product. (2) Given the reactants [C:1]([C:5]1[N:10]=[CH:9][C:8]([C:11]2[N:12]([C:32](Cl)=[O:33])[C@@:13]([C:25]3[CH:30]=[CH:29][C:28]([Cl:31])=[CH:27][CH:26]=3)([CH3:24])[C@@:14]([C:17]3[CH:22]=[CH:21][C:20]([Cl:23])=[CH:19][CH:18]=3)([CH3:16])[N:15]=2)=[C:7]([O:35][CH2:36][CH3:37])[CH:6]=1)([CH3:4])([CH3:3])[CH3:2].[CH3:38][O:39][CH2:40][CH2:41][CH2:42][N:43]1[CH2:48][CH2:47][NH:46][CH2:45][CH2:44]1, predict the reaction product. The product is: [C:1]([C:5]1[N:10]=[CH:9][C:8]([C:11]2[N:12]([C:32]([N:46]3[CH2:45][CH2:44][N:43]([CH2:42][CH2:41][CH2:40][O:39][CH3:38])[CH2:48][CH2:47]3)=[O:33])[C@@:13]([C:25]3[CH:26]=[CH:27][C:28]([Cl:31])=[CH:29][CH:30]=3)([CH3:24])[C@@:14]([C:17]3[CH:18]=[CH:19][C:20]([Cl:23])=[CH:21][CH:22]=3)([CH3:16])[N:15]=2)=[C:7]([O:35][CH2:36][CH3:37])[CH:6]=1)([CH3:2])([CH3:3])[CH3:4]. (3) The product is: [CH3:1][N:2]1[C@H:6]2[C@@H:7]([C:19]([OH:21])=[O:20])[C@@H:8]([O:10][C:11]([C:13]3[CH:14]=[CH:15][CH:16]=[CH:17][CH:18]=3)=[O:12])[CH2:9][C@@H:3]1[CH2:4][CH2:5]2.[C:24]([NH2:23])(=[O:30])[CH2:25][CH2:26][C:27]([NH2:29])=[O:28]. Given the reactants [CH3:1][N:2]1[C@H:6]2[C@@H:7]([C:19]([OH:21])=[O:20])[C@@H:8]([O:10][C:11]([C:13]3[CH:18]=[CH:17][CH:16]=[CH:15][CH:14]=3)=[O:12])[CH2:9][C@@H:3]1[CH2:4][CH2:5]2.O[NH:23][C:24](=[O:30])[CH2:25][CH2:26][C:27]([NH2:29])=[O:28], predict the reaction product. (4) Given the reactants [N:1]1([C:7]([N:9]2[CH2:14][CH:13]([C:15]3[CH:20]=[CH:19][C:18]([O:21][C:22]([F:25])([F:24])[F:23])=[CH:17][CH:16]=3)[CH2:12][CH:11]([C:26]([OH:28])=O)[CH2:10]2)=[O:8])[CH2:6][CH2:5][O:4][CH2:3][CH2:2]1.O[N:30]=[C:31]([NH2:35])[CH2:32][CH2:33][CH3:34], predict the reaction product. The product is: [N:1]1([C:7]([N:9]2[CH2:14][CH:13]([C:15]3[CH:16]=[CH:17][C:18]([O:21][C:22]([F:23])([F:24])[F:25])=[CH:19][CH:20]=3)[CH2:12][CH:11]([C:26]3[O:28][N:35]=[C:31]([CH2:32][CH2:33][CH3:34])[N:30]=3)[CH2:10]2)=[O:8])[CH2:2][CH2:3][O:4][CH2:5][CH2:6]1. (5) Given the reactants [C:1]([C:5]1[N:10]=[C:9]([C:11]2[C:16]([CH3:17])=[CH:15][C:14]([CH3:18])=[CH:13][C:12]=2[CH3:19])C(C#N)=[CH:7][CH:6]=1)([CH3:4])([CH3:3])[CH3:2].[OH-:22].[K+].Cl.[CH3:25][CH2:26][OH:27], predict the reaction product. The product is: [C:1]([C:5]1[N:10]=[C:9]([C:11]2[C:16]([CH3:17])=[CH:15][C:14]([CH3:18])=[CH:13][C:12]=2[CH3:19])[C:25]([C:26]([OH:22])=[O:27])=[CH:7][CH:6]=1)([CH3:4])([CH3:3])[CH3:2]. (6) Given the reactants [C:1]([N:3]1[CH2:8][CH2:7][CH:6]([N:9]([CH:27]2[CH2:29][CH2:28]2)[C:10]([C:12]2[CH:13]=[N:14][C:15]([C:18]3[CH:23]=[CH:22][C:21]([CH2:24][C:25]#[N:26])=[CH:20][CH:19]=3)=[N:16][CH:17]=2)=[O:11])[CH2:5][CH2:4]1)#[N:2].[OH:30][NH:31][C:32](=N)[C:33]1[CH:38]=[CH:37][CH:36]=[CH:35][CH:34]=1, predict the reaction product. The product is: [CH:27]1([N:9]([CH:6]2[CH2:5][CH2:4][N:3]([C:1]3[O:30][N:31]=[C:32]([C:33]4[CH:38]=[CH:37][CH:36]=[CH:35][CH:34]=4)[N:2]=3)[CH2:8][CH2:7]2)[C:10]([C:12]2[CH:17]=[N:16][C:15]([C:18]3[CH:19]=[CH:20][C:21]([CH2:24][C:25]#[N:26])=[CH:22][CH:23]=3)=[N:14][CH:13]=2)=[O:11])[CH2:28][CH2:29]1. (7) Given the reactants P(Cl)(Cl)(Cl)=O.[N:6]1([CH2:12][CH2:13][CH2:14][C:15]2[C:23]3[CH2:22][CH2:21][CH2:20][CH2:19][C:18]=3[NH:17][CH:16]=2)[CH2:11][CH2:10][NH:9][CH2:8][CH2:7]1.CN(C)[CH:26]=[O:27], predict the reaction product. The product is: [N:6]1([CH2:12][CH2:13][CH2:14][C:15]2[C:23]3[CH2:22][CH2:21][CH2:20][CH2:19][C:18]=3[NH:17][C:16]=2[CH:26]=[O:27])[CH2:11][CH2:10][NH:9][CH2:8][CH2:7]1. (8) Given the reactants [C:1]([C:3]1[N:7]2[CH:8]=[CH:9][CH:10]=[C:11]([NH:12][C:13]3[CH:18]=[CH:17][C:16]([S:19](=[O:22])(=[O:21])[NH2:20])=[CH:15][CH:14]=3)[C:6]2=[N:5][CH:4]=1)#[CH:2].I[C:24]1[CH:25]=[C:26]([CH:40]=[CH:41][C:42]=1[CH3:43])[C:27]([NH:29][C:30]1[CH:35]=[C:34]([C:36]([F:39])([F:38])[F:37])[CH:33]=[CH:32][N:31]=1)=[O:28], predict the reaction product. The product is: [CH3:43][C:42]1[CH:24]=[CH:25][C:26]([C:27]([NH:29][C:30]2[CH:35]=[C:34]([C:36]([F:37])([F:38])[F:39])[CH:33]=[CH:32][N:31]=2)=[O:28])=[CH:40][C:41]=1[C:2]#[C:1][C:3]1[N:7]2[CH:8]=[CH:9][CH:10]=[C:11]([NH:12][C:13]3[CH:14]=[CH:15][C:16]([S:19](=[O:21])(=[O:22])[NH2:20])=[CH:17][CH:18]=3)[C:6]2=[N:5][CH:4]=1. (9) Given the reactants [Cl:1][C:2]1[CH:7]=[C:6]([NH2:8])[CH:5]=[C:4]([Cl:9])[C:3]=1[OH:10].[C:11]([O:15][C:16](O[C:16]([O:15][C:11]([CH3:14])([CH3:13])[CH3:12])=[O:17])=[O:17])([CH3:14])([CH3:13])[CH3:12], predict the reaction product. The product is: [C:11]([O:15][C:16](=[O:17])[NH:8][C:6]1[CH:7]=[C:2]([Cl:1])[C:3]([OH:10])=[C:4]([Cl:9])[CH:5]=1)([CH3:14])([CH3:13])[CH3:12]. (10) The product is: [Cl:1][C:2]1[CH:3]=[CH:4][CH:5]=[C:6]2[C:11]=1[N:10]=[C:9]([C:12]1[CH:17]=[CH:16][CH:15]=[CH:14][C:13]=1[Cl:18])[C:8]([CH2:19][NH:20][C:22]1[N:30]=[CH:29][N:28]=[C:27]3[C:23]=1[N:24]=[CH:25][NH:26]3)=[CH:7]2. Given the reactants [Cl:1][C:2]1[CH:3]=[CH:4][CH:5]=[C:6]2[C:11]=1[N:10]=[C:9]([C:12]1[CH:17]=[CH:16][CH:15]=[CH:14][C:13]=1[Cl:18])[C:8]([CH2:19][NH2:20])=[CH:7]2.Cl[C:22]1[N:30]=[CH:29][N:28]=[C:27]2[C:23]=1[NH:24][CH:25]=[N:26]2.CCN(C(C)C)C(C)C, predict the reaction product.